From a dataset of Reaction yield outcomes from USPTO patents with 853,638 reactions. Predict the reaction yield, written as a fraction of the theoretical maximum amount of product (1.0 means a 100% yield; for example, 0.34 means a 34% yield). The product is [C:1]([C:5]1[CH:10]=[C:9]([C:22]([F:28])([F:17])[F:27])[C:8]([N+:12]([O-:14])=[O:13])=[CH:7][C:6]=1[O:15][CH3:16])([CH3:4])([CH3:3])[CH3:2]. The yield is 0.610. The catalyst is CN(C=O)C.O.[Cu]I. The reactants are [C:1]([C:5]1[CH:10]=[C:9](Br)[C:8]([N+:12]([O-:14])=[O:13])=[CH:7][C:6]=1[O:15][CH3:16])([CH3:4])([CH3:3])[CH3:2].[F-:17].[K+].[K+].[Br-].Cl[C:22]([F:28])([F:27])C(OC)=O.